From a dataset of Forward reaction prediction with 1.9M reactions from USPTO patents (1976-2016). Predict the product of the given reaction. (1) Given the reactants Cl.Cl.Cl.[NH2:4][CH2:5][CH2:6][NH:7][C:8]1[C:34]([Cl:35])=[CH:33][C:11]([C:12]([NH:14][C:15]2[S:16][C:17]([CH2:26][N:27]([CH2:29][CH2:30][CH2:31][CH3:32])[CH3:28])=[C:18]([C:20]3[S:21][CH:22]=[C:23]([Cl:25])[CH:24]=3)[N:19]=2)=[O:13])=[CH:10][N:9]=1.C(N(CC)CC)C.[CH3:43][S:44](Cl)(=[O:46])=[O:45].O, predict the reaction product. The product is: [CH2:29]([N:27]([CH2:26][C:17]1[S:16][C:15]([NH:14][C:12](=[O:13])[C:11]2[CH:33]=[C:34]([Cl:35])[C:8]([NH:7][CH2:6][CH2:5][NH:4][S:44]([CH3:43])(=[O:46])=[O:45])=[N:9][CH:10]=2)=[N:19][C:18]=1[C:20]1[S:21][CH:22]=[C:23]([Cl:25])[CH:24]=1)[CH3:28])[CH2:30][CH2:31][CH3:32]. (2) Given the reactants C([O:8][N:9]1[C:21]2[C:20]3[CH:19]=[CH:18][CH:17]=[CH:16][C:15]=3[N:14]=[CH:13][C:12]=2[N:11]=[C:10]1[CH2:22][CH2:23]Cl)C1C=CC=CC=1.B(Br)(Br)Br.C([O-])([O-])=O.[K+].[K+], predict the reaction product. The product is: [CH:19]1[CH:18]=[CH:17][CH:16]=[C:15]2[C:20]=1[C:21]1[N:9]3[O:8][CH2:23][CH2:22][C:10]3=[N:11][C:12]=1[CH:13]=[N:14]2. (3) Given the reactants [F:1][C:2]1[C:7]([CH:8]([CH3:10])[CH3:9])=[CH:6][C:5]([C:11]2[CH:16]=[CH:15][C:14]([C:17]([F:20])([F:19])[F:18])=[CH:13][C:12]=2[CH2:21]O)=[C:4]([O:23]C)[CH:3]=1.[I:25]I, predict the reaction product. The product is: [F:1][C:2]1[CH:3]=[C:4]([OH:23])[C:5]([C:11]2[CH:16]=[CH:15][C:14]([C:17]([F:20])([F:19])[F:18])=[CH:13][C:12]=2[CH2:21][I:25])=[CH:6][C:7]=1[CH:8]([CH3:10])[CH3:9]. (4) Given the reactants [OH:1][CH2:2][C:3]([CH3:14])([CH3:13])[CH2:4][NH:5][C:6](=[O:12])[O:7][C:8]([CH3:11])([CH3:10])[CH3:9].[CH:15]1([C:18]2[CH:19]=[CH:20][C:21]3[N:22]([C:24]([C:27]4[CH:36]=[CH:35][C:34]5[C:29](=[C:30](O)[CH:31]=[CH:32][CH:33]=5)[N:28]=4)=[N:25][N:26]=3)[CH:23]=2)[CH2:17][CH2:16]1, predict the reaction product. The product is: [CH:15]1([C:18]2[CH:19]=[CH:20][C:21]3[N:22]([C:24]([C:27]4[CH:36]=[CH:35][C:34]5[C:29](=[C:30]([O:1][CH2:2][C:3]([CH3:14])([CH3:13])[CH2:4][NH:5][C:6](=[O:12])[O:7][C:8]([CH3:9])([CH3:11])[CH3:10])[CH:31]=[CH:32][CH:33]=5)[N:28]=4)=[N:25][N:26]=3)[CH:23]=2)[CH2:17][CH2:16]1. (5) Given the reactants [F:1][C:2]([F:7])(F)[C:3](O)=O.FC(F)(F)C(O)=O.[O:15]1[CH2:18][CH:17]([N:19]2[CH:23]=[C:22]([C:24]3[N:29]=[C:28]([C:30]4[CH:31]=[N:32][N:33]([C:35]5([CH2:39][C:40]#[N:41])[CH2:38][NH:37][CH2:36]5)[CH:34]=4)[N:27]4[CH:42]=[CH:43][N:44]=[C:26]4[CH:25]=3)[CH:21]=[N:20]2)[CH2:16]1.FC(F)(F)S(OCC(F)F)(=O)=O.C(N(C(C)C)C(C)C)C, predict the reaction product. The product is: [F:1][CH:2]([F:7])[CH2:3][N:37]1[CH2:36][C:35]([CH2:39][C:40]#[N:41])([N:33]2[CH:34]=[C:30]([C:28]3[N:27]4[CH:42]=[CH:43][N:44]=[C:26]4[CH:25]=[C:24]([C:22]4[CH:21]=[N:20][N:19]([CH:17]5[CH2:16][O:15][CH2:18]5)[CH:23]=4)[N:29]=3)[CH:31]=[N:32]2)[CH2:38]1.